This data is from Forward reaction prediction with 1.9M reactions from USPTO patents (1976-2016). The task is: Predict the product of the given reaction. (1) Given the reactants C([O:3][C:4]([C:6]1[N:10]=[C:9]([C:11]2[CH:16]=[CH:15][C:14]([S:17]([CH3:20])(=[O:19])=[O:18])=[CH:13][C:12]=2[F:21])[O:8][N:7]=1)=[O:5])C.[Li+].[OH-], predict the reaction product. The product is: [F:21][C:12]1[CH:13]=[C:14]([S:17]([CH3:20])(=[O:18])=[O:19])[CH:15]=[CH:16][C:11]=1[C:9]1[O:8][N:7]=[C:6]([C:4]([OH:5])=[O:3])[N:10]=1. (2) Given the reactants Br[C:2]1[C:3]([O:17][CH3:18])=[CH:4][C:5]2[S:9][C:8]([NH:10][C:11]([NH:13][CH2:14][CH3:15])=[O:12])=[N:7][C:6]=2[CH:16]=1.[CH3:19][C:20]1([C:41]([O:43][CH2:44][CH3:45])=[O:42])[CH2:25][CH2:24][N:23]([C:26]2[N:31]=[CH:30][C:29](B3OC(C)(C)C(C)(C)O3)=[CH:28][N:27]=2)[CH2:22][CH2:21]1.C(Cl)Cl.C(=O)([O-])[O-].[Cs+].[Cs+], predict the reaction product. The product is: [CH2:14]([NH:13][C:11]([NH:10][C:8]1[S:9][C:5]2[CH:4]=[C:3]([O:17][CH3:18])[C:2]([C:29]3[CH:28]=[N:27][C:26]([N:23]4[CH2:24][CH2:25][C:20]([CH3:19])([C:41]([O:43][CH2:44][CH3:45])=[O:42])[CH2:21][CH2:22]4)=[N:31][CH:30]=3)=[CH:16][C:6]=2[N:7]=1)=[O:12])[CH3:15]. (3) Given the reactants Cl[C:2]1[CH:7]=[C:6](Cl)[N:5]=[CH:4][N:3]=1.[CH:9]1[C:17]2[C:16]3[CH:18]=[CH:19][CH:20]=[CH:21][C:15]=3[S:14][C:13]=2[C:12]([C:22]2[CH:23]=[C:24](B(O)O)[CH:25]=[CH:26][CH:27]=2)=[CH:11][CH:10]=1.C(=O)([O-])[O-].[Na+].[Na+], predict the reaction product. The product is: [CH:9]1[C:17]2[C:16]3[CH:18]=[CH:19][CH:20]=[CH:21][C:15]=3[S:14][C:13]=2[C:12]([C:22]2[CH:23]=[C:24]([C:2]3[CH:7]=[C:6]([C:24]4[CH:25]=[CH:26][CH:27]=[C:22]([C:12]5[C:13]6[S:14][C:15]7[CH:21]=[CH:20][CH:19]=[CH:18][C:16]=7[C:17]=6[CH:9]=[CH:10][CH:11]=5)[CH:23]=4)[N:5]=[CH:4][N:3]=3)[CH:25]=[CH:26][CH:27]=2)=[CH:11][CH:10]=1. (4) Given the reactants ClC(Cl)(Cl)[C:3]([C:5]1[N:14]2[C:8]([CH2:9][N:10]([C:19]([C:21]3[CH:26]=[CH:25][C:24]([C:27]4[CH:32]=[CH:31][CH:30]=[CH:29][C:28]=4[CH3:33])=[C:23]([O:34][CH3:35])[CH:22]=3)=[O:20])[C:11]3[CH:18]=[CH:17][CH:16]=[CH:15][C:12]=3[CH2:13]2)=[CH:7][CH:6]=1)=[O:4].[C:38]1([CH:44]([NH2:46])[CH3:45])[CH:43]=[CH:42][CH:41]=[CH:40][CH:39]=1, predict the reaction product. The product is: [CH3:35][O:34][C:23]1[CH:22]=[C:21]([C:19]([N:10]2[C:11]3[CH:18]=[CH:17][CH:16]=[CH:15][C:12]=3[CH2:13][N:14]3[C:5]([C:3]([NH:46][CH:44]([C:38]4[CH:43]=[CH:42][CH:41]=[CH:40][CH:39]=4)[CH3:45])=[O:4])=[CH:6][CH:7]=[C:8]3[CH2:9]2)=[O:20])[CH:26]=[CH:25][C:24]=1[C:27]1[CH:32]=[CH:31][CH:30]=[CH:29][C:28]=1[CH3:33]. (5) The product is: [O:48]([CH2:47][CH2:46][S:45][CH2:44][C:40]1[CH:39]=[C:38]([C:35]2[CH:34]=[CH:33][C:32]([C:30]([OH:31])=[O:29])=[CH:37][CH:36]=2)[CH:43]=[CH:42][CH:41]=1)[C:49]1[CH:50]=[CH:51][CH:52]=[CH:53][CH:54]=1. Given the reactants O(CCSCC1C=CC(C2C=CC=C(C(O)=O)C=2)=CC=1)C1C=CC=CC=1.C([O:29][C:30]([C:32]1[CH:37]=[CH:36][C:35]([C:38]2[CH:43]=[CH:42][CH:41]=[C:40]([CH2:44][S:45][CH2:46][CH2:47][O:48][C:49]3[CH:54]=[CH:53][CH:52]=[CH:51][CH:50]=3)[CH:39]=2)=[CH:34][CH:33]=1)=[O:31])C.[OH-].[Li+], predict the reaction product. (6) Given the reactants C[Si]([Cl:5])(C)C.[CH3:6][O:7][C:8](=[O:61])[C@@H:9]([NH:40][C:41](=[O:60])[C:42]1[CH:47]=[CH:46][C:45]([C:48](=[O:58])[NH:49][CH2:50][C:51]2[CH:56]=[CH:55][CH:54]=[C:53]([OH:57])[CH:52]=2)=[CH:44][C:43]=1[Cl:59])[CH2:10][C:11]1[CH:16]=[CH:15][C:14]([NH:17][C:18](=[O:39])[C:19]2[C:24]([Cl:25])=[CH:23][C:22]([O:26][CH2:27][CH2:28][CH2:29][NH:30]C(OC(C)(C)C)=O)=[CH:21][C:20]=2[Cl:38])=[CH:13][CH:12]=1, predict the reaction product. The product is: [ClH:5].[CH3:6][O:7][C:8](=[O:61])[C@@H:9]([NH:40][C:41](=[O:60])[C:42]1[CH:47]=[CH:46][C:45]([C:48](=[O:58])[NH:49][CH2:50][C:51]2[CH:56]=[CH:55][CH:54]=[C:53]([OH:57])[CH:52]=2)=[CH:44][C:43]=1[Cl:59])[CH2:10][C:11]1[CH:12]=[CH:13][C:14]([NH:17][C:18](=[O:39])[C:19]2[C:24]([Cl:25])=[CH:23][C:22]([O:26][CH2:27][CH2:28][CH2:29][NH2:30])=[CH:21][C:20]=2[Cl:38])=[CH:15][CH:16]=1. (7) Given the reactants [Br:1][C:2]1[N:6]=[C:5]([CH2:7][CH2:8][CH2:9][CH3:10])[NH:4][C:3]=1[CH:11]=[O:12].CN(C=O)C.C(=O)([O-])[O-].[K+].[K+].Br[CH2:25][C:26]1[CH:35]=[CH:34][C:29]([C:30]([O:32][CH3:33])=[O:31])=[CH:28][CH:27]=1, predict the reaction product. The product is: [CH3:33][O:32][C:30](=[O:31])[C:29]1[CH:34]=[CH:35][C:26]([CH2:25][N:4]2[C:3]([CH:11]=[O:12])=[C:2]([Br:1])[N:6]=[C:5]2[CH2:7][CH2:8][CH2:9][CH3:10])=[CH:27][CH:28]=1.